From a dataset of Forward reaction prediction with 1.9M reactions from USPTO patents (1976-2016). Predict the product of the given reaction. (1) Given the reactants [CH:1]1([CH2:4][O:5][C:6]2[CH:11]=[CH:10][C:9]([F:12])=[CH:8][C:7]=2[C:13]2[C:14]3[N:21]([CH2:22][O:23][CH2:24][CH2:25][Si:26]([CH3:29])([CH3:28])[CH3:27])[C:20]([CH3:30])=[C:19]([C:31](O)=[O:32])[C:15]=3[N:16]=[CH:17][N:18]=2)[CH2:3][CH2:2]1.[NH2:34][C@H:35]1[CH2:40][CH2:39][C@H:38]([NH:41][C:42](=[O:48])[O:43][C:44]([CH3:47])([CH3:46])[CH3:45])[CH2:37][CH2:36]1, predict the reaction product. The product is: [CH:1]1([CH2:4][O:5][C:6]2[CH:11]=[CH:10][C:9]([F:12])=[CH:8][C:7]=2[C:13]2[C:14]3[N:21]([CH2:22][O:23][CH2:24][CH2:25][Si:26]([CH3:29])([CH3:28])[CH3:27])[C:20]([CH3:30])=[C:19]([C:31]([NH:34][C@H:35]4[CH2:40][CH2:39][C@H:38]([NH:41][C:42](=[O:48])[O:43][C:44]([CH3:46])([CH3:45])[CH3:47])[CH2:37][CH2:36]4)=[O:32])[C:15]=3[N:16]=[CH:17][N:18]=2)[CH2:2][CH2:3]1. (2) Given the reactants [CH3:1][O:2][C:3](=[O:18])[C:4]1[CH:9]=[CH:8][C:7]([S:10][C:11]2[N:16]=[CH:15][C:14](Br)=[CH:13][N:12]=2)=[CH:6][CH:5]=1.[Li+].[Cl-].[C:21]1(P(C2C=CC=CC=2)C2C=CC=CC=2)C=CC=C[CH:22]=1.C([Sn](CCCC)(CCCC)C=C)CCC, predict the reaction product. The product is: [CH3:1][O:2][C:3](=[O:18])[C:4]1[CH:9]=[CH:8][C:7]([S:10][C:11]2[N:16]=[CH:15][C:14]([CH:21]=[CH2:22])=[CH:13][N:12]=2)=[CH:6][CH:5]=1. (3) The product is: [C:22]1([C:2]2[CH:3]=[CH:23][CH:22]=[CH:2][CH:3]=2)[CH:23]=[CH:24][CH:25]=[CH:26][CH:27]=1. Given the reactants O[C@H:2]([C:22]1[CH:27]=[CH:26][CH:25]=[CH:24][CH:23]=1)[CH2:3]N(CCOC1C=CC(I)=CC=1)C(=O)OC(C)(C)C.B(O)(O)O.ClCCl.C(=O)([O-])[O-].[Na+].[Na+], predict the reaction product. (4) Given the reactants Br[C:2]1[CH:3]=[C:4]2[C:8](=[CH:9][CH:10]=1)[C:7](=[O:11])[N:6]([C:12]1[CH:17]=[CH:16][CH:15]=[CH:14][CH:13]=1)[CH2:5]2.CC(C)([O-])C.[K+].[CH3:24][C:25]1[CH:31]=[CH:30][C:29]([N+:32]([O-:34])=[O:33])=[CH:28][C:26]=1[NH2:27].C(Cl)(Cl)Cl, predict the reaction product. The product is: [CH3:24][C:25]1[CH:31]=[CH:30][C:29]([N+:32]([O-:34])=[O:33])=[CH:28][C:26]=1[NH:27][C:2]1[CH:3]=[C:4]2[C:8](=[CH:9][CH:10]=1)[C:7](=[O:11])[N:6]([C:12]1[CH:17]=[CH:16][CH:15]=[CH:14][CH:13]=1)[CH2:5]2. (5) The product is: [F:32][C:33]1[C:34]([CH3:64])=[C:35]([CH:61]=[CH:62][CH:63]=1)[CH2:36][C:37]1[N:45]([C:46]2[CH:47]=[CH:48][CH:49]=[CH:50][CH:51]=2)[C:44]2[C:39](=[N:40][CH:41]=[C:42]([CH3:52])[CH:43]=2)[C:38]=1[C:53]([N:55]1[CH2:56][CH2:57][NH:58][CH2:59][CH2:60]1)=[O:54]. Given the reactants FC1C(C)=C(C=CC=1)CC1N(C2C=CC=CC=2)C2C(=NC=C(C)C=2)C=1C(O)=O.Cl.Cl.Cl.[F:32][C:33]1[C:34]([CH3:64])=[C:35]([CH:61]=[CH:62][CH:63]=1)[CH2:36][C:37]1[N:45]([C:46]2[CH:51]=[CH:50][CH:49]=[CH:48][CH:47]=2)[C:44]2[C:39](=[N:40][CH:41]=[C:42]([CH3:52])[CH:43]=2)[C:38]=1[C:53]([N:55]1[CH2:60][CH2:59][NH:58][CH2:57][CH2:56]1)=[O:54], predict the reaction product.